Dataset: Peptide-MHC class I binding affinity with 185,985 pairs from IEDB/IMGT. Task: Regression. Given a peptide amino acid sequence and an MHC pseudo amino acid sequence, predict their binding affinity value. This is MHC class I binding data. The peptide sequence is CSEVPQSGY. The MHC is HLA-B40:01 with pseudo-sequence HLA-B40:01. The binding affinity (normalized) is 0.0847.